From a dataset of Forward reaction prediction with 1.9M reactions from USPTO patents (1976-2016). Predict the product of the given reaction. (1) The product is: [Cl:20][C:12]1[CH:11]=[C:10]([C:7]2[S:6][C:5](=[N:2][NH2:3])[NH:9][N:8]=2)[CH:15]=[CH:14][C:13]=1[O:16][CH:17]([CH3:19])[CH3:18]. Given the reactants O.[NH2:2][NH2:3].Br[C:5]1[S:6][C:7]([C:10]2[CH:15]=[CH:14][C:13]([O:16][CH:17]([CH3:19])[CH3:18])=[C:12]([Cl:20])[CH:11]=2)=[N:8][N:9]=1, predict the reaction product. (2) Given the reactants CC1(C)CC(C[N:10]=[C:11]=[O:12])(C)CC(N=C=O)C1.[P].[C:18]([O-:23])(=[O:22])[C:19](C)=[CH2:20].CC([C:28]1[C:33]([OH:34])=CC(C(C)(C)C)=C(O)C=1)(C)C.CC1C(=O)NC(=O)N(/C=C/C=O)C=1.CCCCCCCCCCCC(O[Sn](OC(CCCCCCCCCCC)=O)(CCCC)CCCC)=O.C=CC(OCCCCCCOC(C=C)=O)=O, predict the reaction product. The product is: [C:18]([OH:23])(=[O:22])[CH:19]=[CH2:20].[NH2:10][C:11]([O:34][CH2:33][CH3:28])=[O:12]. (3) Given the reactants C([O:4][C:5]1[CH:10]=[C:9]([CH3:11])[CH:8]=[C:7]([O:12]C(=O)C)[CH:6]=1)(=O)C.[Al+3].[Cl-].[Cl-].[Cl-].Cl.[C:21](OCC)(=[O:23])[CH3:22], predict the reaction product. The product is: [OH:12][C:7]1[CH:8]=[C:9]([CH3:11])[CH:10]=[C:5]([OH:4])[C:6]=1[C:21](=[O:23])[CH3:22].